This data is from Full USPTO retrosynthesis dataset with 1.9M reactions from patents (1976-2016). The task is: Predict the reactants needed to synthesize the given product. Given the product [F:12][C:9]1[CH:10]=[CH:11][C:6]([CH:2]2[C:3](=[O:5])[O:4][C:14](=[O:16])[NH:1]2)=[CH:7][CH:8]=1, predict the reactants needed to synthesize it. The reactants are: [NH2:1][CH:2]([C:6]1[CH:11]=[CH:10][C:9]([F:12])=[CH:8][CH:7]=1)[C:3]([OH:5])=[O:4].Cl[C:14](Cl)([O:16]C(=O)OC(Cl)(Cl)Cl)Cl.